Predict the reactants needed to synthesize the given product. From a dataset of Full USPTO retrosynthesis dataset with 1.9M reactions from patents (1976-2016). Given the product [S:21]1[C:22]2[CH:28]=[CH:27][CH:26]=[CH:25][C:23]=2[N:24]=[C:20]1[C:17]1[N:14]2[CH2:15][CH2:16][NH:11][CH2:12][C:13]2=[N:19][N:18]=1, predict the reactants needed to synthesize it. The reactants are: C(OC([N:11]1[CH2:16][CH2:15][N:14]2[C:17]([C:20]3[S:21][C:22]4[CH:28]=[CH:27][CH:26]=[CH:25][C:23]=4[N:24]=3)=[N:18][N:19]=[C:13]2[CH2:12]1)=O)C1C=CC=CC=1.S1C2C=CC=CC=2N=C1C(NN)=O.B(Br)(Br)Br.